This data is from Forward reaction prediction with 1.9M reactions from USPTO patents (1976-2016). The task is: Predict the product of the given reaction. (1) Given the reactants [CH2:1]([Li])CCC.[Br:6][C:7]1[CH:12]=[CH:11][C:10]([F:13])=[CH:9][C:8]=1[F:14].IC, predict the reaction product. The product is: [CH3:1][C:9]1[C:8]([F:14])=[C:7]([Br:6])[CH:12]=[CH:11][C:10]=1[F:13]. (2) Given the reactants Br[C:2]1[CH:7]=[CH:6][N:5]2[C:8]([C:11]([NH:13][C:14]3[CH:22]=[CH:21][CH:20]=[C:19]4[C:15]=3[C:16]([CH3:31])=[N:17][N:18]4[CH2:23][C:24]3[CH:29]=[CH:28][CH:27]=[C:26]([CH3:30])[N:25]=3)=[O:12])=[CH:9][N:10]=[C:4]2[CH:3]=1.CC1(C)C(C)(C)OB([C:40]2[CH:41]=[N:42][N:43](C(OC(C)(C)C)=O)[CH:44]=2)O1, predict the reaction product. The product is: [CH3:31][C:16]1[C:15]2[C:19](=[CH:20][CH:21]=[CH:22][C:14]=2[NH:13][C:11]([C:8]2[N:5]3[CH:6]=[CH:7][C:2]([C:40]4[CH:41]=[N:42][NH:43][CH:44]=4)=[CH:3][C:4]3=[N:10][CH:9]=2)=[O:12])[N:18]([CH2:23][C:24]2[CH:29]=[CH:28][CH:27]=[C:26]([CH3:30])[N:25]=2)[N:17]=1. (3) Given the reactants [CH3:1][C@H:2]1[CH2:7][NH:6][CH2:5][C@@H:4]([CH3:8])[NH:3]1.[Br:9][C:10]1[CH:17]=[CH:16][C:13]([CH:14]=O)=[CH:12][C:11]=1[CH2:18][N:19]1[CH2:24][CH2:23][O:22][CH2:21][C@@H:20]1[CH3:25].C(O[BH-](OC(=O)C)OC(=O)C)(=O)C.[Na+], predict the reaction product. The product is: [Br:9][C:10]1[CH:17]=[CH:16][C:13]([CH2:14][N:6]2[CH2:5][C@@H:4]([CH3:8])[NH:3][C@@H:2]([CH3:1])[CH2:7]2)=[CH:12][C:11]=1[CH2:18][N:19]1[CH2:24][CH2:23][O:22][CH2:21][C@@H:20]1[CH3:25]. (4) Given the reactants [OH:1][C:2]1[C:3]([C:22]([NH:24][CH2:25][C:26]([O:28]CC)=[O:27])=[O:23])=[C:4]2[C:9](=[CH:10][C:11]=1[C:12]1[S:13][CH:14]=[CH:15][N:16]=1)[N:8]=[C:7]([C:17]1[S:18][CH:19]=[CH:20][N:21]=1)[CH:6]=[N:5]2.[OH-].[Na+], predict the reaction product. The product is: [OH:1][C:2]1[C:3]([C:22]([NH:24][CH2:25][C:26]([OH:28])=[O:27])=[O:23])=[C:4]2[C:9](=[CH:10][C:11]=1[C:12]1[S:13][CH:14]=[CH:15][N:16]=1)[N:8]=[C:7]([C:17]1[S:18][CH:19]=[CH:20][N:21]=1)[CH:6]=[N:5]2. (5) Given the reactants [CH3:1][C:2]1([CH3:16])[C:6]([CH3:8])([CH3:7])[O:5][B:4]([C:9]2[CH:15]=[CH:14][C:12]([NH2:13])=[CH:11][CH:10]=2)[O:3]1.N1C=CC=CC=1.[C:23](Cl)(Cl)=[O:24].[O:27]1[CH2:30][CH:29]([NH2:31])[CH2:28]1.Cl.CCN(C(C)C)C(C)C, predict the reaction product. The product is: [O:27]1[CH2:30][CH:29]([NH:31][C:23]([NH:13][C:12]2[CH:14]=[CH:15][C:9]([B:4]3[O:3][C:2]([CH3:16])([CH3:1])[C:6]([CH3:7])([CH3:8])[O:5]3)=[CH:10][CH:11]=2)=[O:24])[CH2:28]1. (6) The product is: [CH3:19][C:18]1[C:2]([NH:20][CH2:21][CH2:22][CH2:23][CH2:24][CH2:25][CH2:26][C:27]([OH:29])=[O:28])=[CH:3][C:4]2[N:13]([CH3:14])[C:12]3[C:7]([C:8](=[O:16])[NH:9][C:10](=[O:15])[N:11]=3)=[N:6][C:5]=2[CH:17]=1. Given the reactants Cl[C:2]1[C:18]([CH3:19])=[CH:17][C:5]2[N:6]=[C:7]3[C:12]([N:13]([CH3:14])[C:4]=2[CH:3]=1)=[N:11][C:10](=[O:15])[NH:9][C:8]3=[O:16].[NH2:20][CH2:21][CH2:22][CH2:23][CH2:24][CH2:25][CH2:26][C:27]([OH:29])=[O:28], predict the reaction product.